This data is from Forward reaction prediction with 1.9M reactions from USPTO patents (1976-2016). The task is: Predict the product of the given reaction. The product is: [CH3:2][S:3][C:4]1[CH:9]=[CH:8][C:7]([N:10]2[C:14]([C:15]3[CH:24]=[CH:23][C:18]([O:19][CH2:20][CH2:21][NH:22][C:31]([NH2:32])=[O:29])=[CH:17][CH:16]=3)=[CH:13][C:12]([C:25]([F:28])([F:26])[F:27])=[N:11]2)=[CH:6][CH:5]=1. Given the reactants Cl.[CH3:2][S:3][C:4]1[CH:9]=[CH:8][C:7]([N:10]2[C:14]([C:15]3[CH:24]=[CH:23][C:18]([O:19][CH2:20][CH2:21][NH2:22])=[CH:17][CH:16]=3)=[CH:13][C:12]([C:25]([F:28])([F:27])[F:26])=[N:11]2)=[CH:6][CH:5]=1.[O:29]([C:31]#[N:32])[Na], predict the reaction product.